The task is: Predict the reactants needed to synthesize the given product.. This data is from Full USPTO retrosynthesis dataset with 1.9M reactions from patents (1976-2016). (1) Given the product [Br:30][C:31]1[CH:40]=[C:39]2[C:34]([CH2:35][CH2:36][CH:37]([C:20]([O:24][CH2:25][CH3:26])=[O:27])[C:38]2=[O:41])=[CH:33][CH:32]=1, predict the reactants needed to synthesize it. The reactants are: C1C2C(=CC=CC=2)C=CC=1.N1C2C=CC=CC=2NC=1.[C:20](=[O:27])([O:24][CH2:25][CH3:26])OCC.[H-].[Na+].[Br:30][C:31]1[CH:40]=[C:39]2[C:34]([CH2:35][CH2:36][CH2:37][C:38]2=[O:41])=[CH:33][CH:32]=1.N#N. (2) Given the product [CH2:21]([N:1]1[C:9]2[C:4](=[CH:5][C:6]([C:10]([O:12][CH3:13])=[O:11])=[CH:7][CH:8]=2)[CH:3]=[CH:2]1)[CH2:22][CH2:23][CH3:24], predict the reactants needed to synthesize it. The reactants are: [NH:1]1[C:9]2[C:4](=[CH:5][C:6]([C:10]([O:12][CH3:13])=[O:11])=[CH:7][CH:8]=2)[CH:3]=[CH:2]1.CC(C)([O-])C.[K+].I[CH2:21][CH2:22][CH2:23][CH3:24]. (3) The reactants are: [OH-].[Li+].[CH2:3]([O:6][C:7]1[CH:12]=[CH:11][C:10]([CH2:13][CH2:14][C:15]([O:17]C)=[O:16])=[CH:9][CH:8]=1)[CH:4]=[CH2:5].Cl. Given the product [CH2:3]([O:6][C:7]1[CH:12]=[CH:11][C:10]([CH2:13][CH2:14][C:15]([OH:17])=[O:16])=[CH:9][CH:8]=1)[CH:4]=[CH2:5], predict the reactants needed to synthesize it.